Dataset: Reaction yield outcomes from USPTO patents with 853,638 reactions. Task: Predict the reaction yield, written as a fraction of the theoretical maximum amount of product (1.0 means a 100% yield; for example, 0.34 means a 34% yield). (1) The reactants are Cl.[NH2:2][CH2:3][C:4]1[CH:12]=[CH:11][CH:10]=[C:9]2[C:5]=1[C:6](=[O:22])[N:7]([CH:14]1[CH2:19][CH2:18][C:17](=[O:20])[NH:16][C:15]1=[O:21])[C:8]2=[O:13].N12CCCN=C1CCCCC2.ON1C2C=CC=CC=2N=N1.[CH3:44][O:45][C:46]1[CH:47]=[C:48]([CH2:54][C:55](O)=[O:56])[CH:49]=[C:50]([O:52][CH3:53])[CH:51]=1.Cl.CN(C)CCCN=C=NCC. The catalyst is C(#N)C. The product is [CH3:53][O:52][C:50]1[CH:49]=[C:48]([CH2:54][C:55]([NH:2][CH2:3][C:4]2[CH:12]=[CH:11][CH:10]=[C:9]3[C:5]=2[C:6](=[O:22])[N:7]([CH:14]2[CH2:19][CH2:18][C:17](=[O:20])[NH:16][C:15]2=[O:21])[C:8]3=[O:13])=[O:56])[CH:47]=[C:46]([O:45][CH3:44])[CH:51]=1. The yield is 0.790. (2) The reactants are [C:1]([C:4]1[CH:9]=[CH:8][C:7]([S:10](Cl)(=[O:12])=[O:11])=[CH:6][CH:5]=1)(=[O:3])[CH3:2].CCN(CC)CC.Cl.[CH3:22][O:23][NH2:24].O. The catalyst is C1COCC1. The product is [C:1]([C:4]1[CH:9]=[CH:8][C:7]([S:10]([NH:24][O:23][CH3:22])(=[O:12])=[O:11])=[CH:6][CH:5]=1)(=[O:3])[CH3:2]. The yield is 0.658. (3) The reactants are [NH2:1][CH2:2][CH:3]([NH2:5])[CH3:4].Cl.[CH3:7][CH:8]1[CH2:10][NH:9]1. The catalyst is O. The product is [NH2:5][CH:3]([CH3:4])[CH2:2][NH:1][CH2:7][CH:8]([NH2:9])[CH3:10]. The yield is 0.240. (4) The reactants are Br[C:2]1[CH:3]=[C:4]([N:22]([CH:24]2[CH2:28][CH2:27][CH2:26][CH2:25]2)[CH3:23])[C:5]([CH3:21])=[C:6]([CH:20]=1)[C:7]([NH:9][CH2:10][C:11]1[C:12](=[O:19])[NH:13][C:14]([CH3:18])=[CH:15][C:16]=1[CH3:17])=[O:8].[CH:29]([C:31]1[N:36]=[CH:35][C:34](B(O)O)=[CH:33][CH:32]=1)=[O:30].C([O-])([O-])=O.[Na+].[Na+]. The catalyst is O1CCOCC1.O.O.C1C=CC([P]([Pd]([P](C2C=CC=CC=2)(C2C=CC=CC=2)C2C=CC=CC=2)([P](C2C=CC=CC=2)(C2C=CC=CC=2)C2C=CC=CC=2)[P](C2C=CC=CC=2)(C2C=CC=CC=2)C2C=CC=CC=2)(C2C=CC=CC=2)C2C=CC=CC=2)=CC=1. The yield is 0.660. The product is [CH:24]1([N:22]([CH3:23])[C:4]2[C:5]([CH3:21])=[C:6]([CH:20]=[C:2]([C:34]3[CH:35]=[N:36][C:31]([CH:29]=[O:30])=[CH:32][CH:33]=3)[CH:3]=2)[C:7]([NH:9][CH2:10][C:11]2[C:12](=[O:19])[NH:13][C:14]([CH3:18])=[CH:15][C:16]=2[CH3:17])=[O:8])[CH2:28][CH2:27][CH2:26][CH2:25]1. (5) The reactants are [I:1][C:2]1[CH:7]=[N:6][C:5]([NH2:8])=[C:4]2[O:9][CH:10]=[CH:11][C:3]=12.[C:12]([O:16][C:17](O[C:17]([O:16][C:12]([CH3:15])([CH3:14])[CH3:13])=[O:18])=[O:18])([CH3:15])([CH3:14])[CH3:13].[OH2:27]. The catalyst is C(Cl)Cl.CN(C1C=CN=CC=1)C. The product is [I:1][C:2]1[CH:7]=[N:6][C:5]([N:8]([C:17]([O:16][C:12]([CH3:15])([CH3:14])[CH3:13])=[O:18])[C:17]([O:16][C:12]([CH3:15])([CH3:14])[CH3:13])=[O:27])=[C:4]2[O:9][CH:10]=[CH:11][C:3]=12. The yield is 0.770. (6) The reactants are C([O:3][C:4]([C:6]12[CH2:24][CH:23]1[CH:22]=[CH:21][CH2:20][CH2:19][CH2:18][CH2:17][CH2:16][CH:15]([NH:25][C:26]([O:28][C:29]([CH3:32])([CH3:31])[CH3:30])=[O:27])[C:14](=[O:33])[N:13]1[CH:9]([CH2:10][CH:11]([O:34][Si:35]([C:38]([CH3:41])([CH3:40])[CH3:39])([CH3:37])[CH3:36])[CH2:12]1)[C:8](=[O:42])[NH:7]2)=[O:5])C.C1COCC1.CO.O.[OH-].[Li+]. The catalyst is O. The product is [C:29]([O:28][C:26]([NH:25][CH:15]1[C:14](=[O:33])[N:13]2[CH:9]([CH2:10][CH:11]([O:34][Si:35]([C:38]([CH3:40])([CH3:39])[CH3:41])([CH3:37])[CH3:36])[CH2:12]2)[C:8](=[O:42])[NH:7][C:6]2([C:4]([OH:5])=[O:3])[CH:23]([CH2:24]2)[CH:22]=[CH:21][CH2:20][CH2:19][CH2:18][CH2:17][CH2:16]1)=[O:27])([CH3:30])([CH3:31])[CH3:32]. The yield is 0.840.